Dataset: NCI-60 drug combinations with 297,098 pairs across 59 cell lines. Task: Regression. Given two drug SMILES strings and cell line genomic features, predict the synergy score measuring deviation from expected non-interaction effect. (1) Cell line: SR. Synergy scores: CSS=82.2, Synergy_ZIP=9.20, Synergy_Bliss=8.87, Synergy_Loewe=-9.66, Synergy_HSA=10.4. Drug 1: COC1=CC(=CC(=C1O)OC)C2C3C(COC3=O)C(C4=CC5=C(C=C24)OCO5)OC6C(C(C7C(O6)COC(O7)C8=CC=CS8)O)O. Drug 2: CC1=C(C=C(C=C1)C(=O)NC2=CC(=CC(=C2)C(F)(F)F)N3C=C(N=C3)C)NC4=NC=CC(=N4)C5=CN=CC=C5. (2) Drug 1: C1=NC2=C(N1)C(=S)N=CN2. Drug 2: B(C(CC(C)C)NC(=O)C(CC1=CC=CC=C1)NC(=O)C2=NC=CN=C2)(O)O. Cell line: SF-295. Synergy scores: CSS=24.1, Synergy_ZIP=-4.72, Synergy_Bliss=-3.94, Synergy_Loewe=-18.0, Synergy_HSA=-2.96. (3) Drug 1: CNC(=O)C1=CC=CC=C1SC2=CC3=C(C=C2)C(=NN3)C=CC4=CC=CC=N4. Drug 2: CN(CCCl)CCCl.Cl. Cell line: MDA-MB-435. Synergy scores: CSS=-2.34, Synergy_ZIP=1.79, Synergy_Bliss=5.91, Synergy_Loewe=-2.71, Synergy_HSA=-0.198.